From a dataset of Full USPTO retrosynthesis dataset with 1.9M reactions from patents (1976-2016). Predict the reactants needed to synthesize the given product. (1) Given the product [F:53][CH:52]([F:54])[CH2:51][N:28]1[CH2:27][CH2:26][CH:25]([N:15]2[C:16]3[CH2:21][CH2:20][N:19]([C:22](=[O:24])[CH3:23])[CH2:18][C:17]=3[C:13]([N:10]3[C:11]4[C:6](=[CH:5][C:4]([C:31]5[CH:32]=[N:33][N:34]([CH3:36])[CH:35]=5)=[C:3]([CH:2]([F:1])[F:37])[CH:12]=4)[CH2:7][CH2:8][CH2:9]3)=[N:14]2)[CH2:30][CH2:29]1, predict the reactants needed to synthesize it. The reactants are: [F:1][CH:2]([F:37])[C:3]1[CH:12]=[C:11]2[C:6]([CH2:7][CH2:8][CH2:9][N:10]2[C:13]2[C:17]3[CH2:18][N:19]([C:22](=[O:24])[CH3:23])[CH2:20][CH2:21][C:16]=3[N:15]([CH:25]3[CH2:30][CH2:29][NH:28][CH2:27][CH2:26]3)[N:14]=2)=[CH:5][C:4]=1[C:31]1[CH:32]=[N:33][N:34]([CH3:36])[CH:35]=1.C(N(CC)CC)C.FC(F)(F)S(O[CH2:51][CH:52]([F:54])[F:53])(=O)=O. (2) Given the product [Cl:30][C:18]1[C:19]([C:20]([O:22][CH3:23])=[O:21])=[CH:24][C:25]([CH2:26][CH:27]([CH3:28])[CH3:29])=[C:16]2[C:17]=1[CH:31]=[CH:32][NH:15]2, predict the reactants needed to synthesize it. The reactants are: ClC1C(C(OC)=O)=CC=C2C=1C=CN2.[NH2:15][C:16]1[C:25]([CH2:26][CH:27]([CH3:29])[CH3:28])=[CH:24][C:19]([C:20]([O:22][CH3:23])=[O:21])=[C:18]([Cl:30])[C:17]=1[C:31]#[CH:32]. (3) The reactants are: C(=O)([O-])[O-].[Cs+].[Cs+].[O:7]1[CH2:12][CH2:11][CH:10](OS(C)(=O)=O)[CH2:9][CH2:8]1.[F:18][C:19]1[CH:24]=[CH:23][C:22]([F:25])=[CH:21][C:20]=1[S:26]([N:29]([C:33]1[CH:38]=[CH:37][CH:36]=[C:35]([C:39]2[NH:40][N:41]=[CH:42][C:43]=2[C:44]2[CH:49]=[CH:48][N:47]=[CH:46][CH:45]=2)[C:34]=1[F:50])COC)(=[O:28])=[O:27].O. Given the product [F:18][C:19]1[CH:24]=[CH:23][C:22]([F:25])=[CH:21][C:20]=1[S:26]([NH:29][C:33]1[CH:38]=[CH:37][CH:36]=[C:35]([C:39]2[C:43]([C:44]3[CH:49]=[CH:48][N:47]=[CH:46][CH:45]=3)=[CH:42][N:41]([CH:10]3[CH2:9][CH2:8][O:7][CH2:12][CH2:11]3)[N:40]=2)[C:34]=1[F:50])(=[O:27])=[O:28], predict the reactants needed to synthesize it. (4) The reactants are: [OH-].[Na+].C(O)C.[CH:6]([C:9]1[CH:10]=[C:11]([C:15]2[CH:20]=[CH:19][C:18]([CH2:21][CH:22]([NH:36][S:37]([C:40]3[CH:45]=[CH:44][CH:43]=[CH:42][N:41]=3)(=[O:39])=[O:38])[C:23]3[N:28]=[C:27]([NH:29][CH2:30][C:31]([O:33]CC)=[O:32])[CH:26]=[CH:25][CH:24]=3)=[CH:17][CH:16]=2)[CH:12]=[CH:13][CH:14]=1)=[CH:7][CH3:8].Cl. Given the product [CH:6]([C:9]1[CH:10]=[C:11]([C:15]2[CH:16]=[CH:17][C:18]([CH2:21][CH:22]([NH:36][S:37]([C:40]3[CH:45]=[CH:44][CH:43]=[CH:42][N:41]=3)(=[O:38])=[O:39])[C:23]3[N:28]=[C:27]([NH:29][CH2:30][C:31]([OH:33])=[O:32])[CH:26]=[CH:25][CH:24]=3)=[CH:19][CH:20]=2)[CH:12]=[CH:13][CH:14]=1)=[CH:7][CH3:8], predict the reactants needed to synthesize it. (5) Given the product [CH3:1][CH2:2][C@@:3]1([OH:67])[CH2:23][N:21]2[CH2:22][C@@H:5]([CH2:6][C@:7]([C:57]([O:59][CH3:60])=[O:58])([C:24]3[CH:25]=[C:26]4[C@:34]56[C@@H:38]7[C@:39]([CH2:54][CH3:55])([C@@H:43]([O:50][C:51]([CH3:53])=[O:52])[C@:44]([OH:49])([C:45]([O:47][CH3:48])=[O:46])[C@@H:33]5[N:32]([CH3:56])[C:27]4=[CH:28][C:29]=3[O:30][CH3:31])[CH:40]=[CH:41][CH2:42][N:37]7[CH2:36][CH2:35]6)[C:8]3[NH:16][C:15]4[CH:14]=[CH:13][C:12]([O:17][CH3:18])=[CH:11][C:10]=4[C:9]=3[CH2:19][CH2:20]2)[CH2:4]1, predict the reactants needed to synthesize it. The reactants are: [CH3:1][CH2:2][C:3]1[CH2:23][N:21]2[CH2:22][C@@H:5]([CH2:6][C@:7]([C:57]([O:59][CH3:60])=[O:58])([C:24]3[CH:25]=[C:26]4[C@:34]56[C@@H:38]7[C@:39]([CH2:54][CH3:55])([C@@H:43]([O:50][C:51]([CH3:53])=[O:52])[C@:44]([OH:49])([C:45]([O:47][CH3:48])=[O:46])[C@@H:33]5[N:32]([CH3:56])[C:27]4=[CH:28][C:29]=3[O:30][CH3:31])[CH:40]=[CH:41][CH2:42][N:37]7[CH2:36][CH2:35]6)[C:8]3[NH:16][C:15]4[CH:14]=[CH:13][C:12]([O:17][CH3:18])=[CH:11][C:10]=4[C:9]=3[CH2:19][CH2:20]2)[CH:4]=1.Cl.C(C[OH:67])(F)(F)F.[BH4-].[Na+].